From a dataset of Reaction yield outcomes from USPTO patents with 853,638 reactions. Predict the reaction yield, written as a fraction of the theoretical maximum amount of product (1.0 means a 100% yield; for example, 0.34 means a 34% yield). (1) The reactants are [Br:1][C:2]1[C:10]2[S:9][C:8](Cl)=[N:7][C:6]=2[CH:5]=[CH:4][CH:3]=1.[CH3:12][NH2:13]. No catalyst specified. The product is [Br:1][C:2]1[C:10]2[S:9][C:8]([NH:13][CH3:12])=[N:7][C:6]=2[CH:5]=[CH:4][CH:3]=1. The yield is 0.670. (2) The reactants are C([Li])CCC.[F:6][C:7]([F:15])([F:14])[CH:8]([OH:13])[C:9]([F:12])(F)[F:10].[CH:16]12[CH2:22][CH:19]([CH:20]=[CH:21]1)[CH2:18][CH:17]2[C:23]([O:25][CH2:26][C:27](=[O:29])[CH3:28])=[O:24].Cl.[O:31]1CCCC1. The yield is 0.580. The product is [CH:16]12[CH2:22][CH:19]([CH:20]=[CH:21]1)[CH2:18][CH:17]2[C:23]([O:25][CH2:26][C:27]([CH3:28])([OH:29])[C:9]([F:12])([F:10])[C:8]([OH:31])([OH:13])[C:7]([F:15])([F:14])[F:6])=[O:24]. The catalyst is CCCCCC. (3) The reactants are [C:1]([O:5][C:6]([N:8]1[CH2:11][CH:10]([C:12]2[C:17](Br)=[CH:16][C:15]([F:19])=[CH:14][N:13]=2)[CH2:9]1)=[O:7])([CH3:4])([CH3:3])[CH3:2].[NH:20]1[CH2:25][CH2:24][CH:23]([CH2:26][OH:27])[CH2:22][CH2:21]1.CCN(CC)CC. The catalyst is CS(C)=O.O. The product is [C:1]([O:5][C:6]([N:8]1[CH2:11][CH:10]([C:12]2[C:17]([N:20]3[CH2:25][CH2:24][CH:23]([CH2:26][OH:27])[CH2:22][CH2:21]3)=[CH:16][C:15]([F:19])=[CH:14][N:13]=2)[CH2:9]1)=[O:7])([CH3:4])([CH3:3])[CH3:2]. The yield is 0.670. (4) The reactants are [OH-].[K+].[CH:3]([CH:5]1[CH2:10][CH2:9][N:8]([C:11]([O:13][C:14]([CH3:17])([CH3:16])[CH3:15])=[O:12])[CH2:7][CH2:6]1)=O.[CH:18]([C:20]([CH3:22])=[O:21])=[CH2:19]. The catalyst is C(O)C.C1COCC1. The product is [O:21]=[C:20]1[CH2:18][CH2:19][C:5]2([CH2:10][CH2:9][N:8]([C:11]([O:13][C:14]([CH3:17])([CH3:16])[CH3:15])=[O:12])[CH2:7][CH2:6]2)[CH:3]=[CH:22]1. The yield is 0.250. (5) The reactants are Br[C:2]1[CH:3]=[C:4]([NH:10][C:11]2[CH:16]=[CH:15][C:14]([N:17]3[CH2:22][C@@H:21]([CH3:23])[N:20]([CH:24]4[CH2:27][O:26][CH2:25]4)[CH2:19][C@@H:18]3[CH3:28])=[CH:13][N:12]=2)[C:5](=[O:9])[N:6]([CH3:8])[CH:7]=1.[B:29]1([B:29]2[O:33][C:32]([CH3:35])([CH3:34])[C:31]([CH3:37])([CH3:36])[O:30]2)[O:33][C:32]([CH3:35])([CH3:34])[C:31]([CH3:37])([CH3:36])[O:30]1.CC(C1C=C(C(C)C)C(C2C=CC=CC=2P(C2CCCCC2)C2CCCCC2)=C(C(C)C)C=1)C.C([O-])(=O)C.[K+]. The catalyst is C1C=CC(/C=C/C(/C=C/C2C=CC=CC=2)=O)=CC=1.C1C=CC(/C=C/C(/C=C/C2C=CC=CC=2)=O)=CC=1.C1C=CC(/C=C/C(/C=C/C2C=CC=CC=2)=O)=CC=1.[Pd].[Pd].O1CCOCC1. The product is [CH3:28][C@H:18]1[CH2:19][N:20]([CH:24]2[CH2:27][O:26][CH2:25]2)[C@H:21]([CH3:23])[CH2:22][N:17]1[C:14]1[CH:15]=[CH:16][C:11]([NH:10][C:4]2[C:5](=[O:9])[N:6]([CH3:8])[CH:7]=[C:2]([B:29]3[O:33][C:32]([CH3:35])([CH3:34])[C:31]([CH3:37])([CH3:36])[O:30]3)[CH:3]=2)=[N:12][CH:13]=1. The yield is 0.900. (6) The reactants are [Cl:1][C:2]1[C:29]([C:30]([F:33])([F:32])[F:31])=[CH:28][CH:27]=[CH:26][C:3]=1[C:4]([N:6]1[CH2:11][CH2:10][C:9]2[N:12]([C:15]3[CH:20]=[CH:19][CH:18]=[CH:17][CH:16]=3)[CH:13]=[N:14][C:8]=2[CH:7]1[C:21](OCC)=[O:22])=[O:5].[BH4-].[Li+]. The catalyst is C1COCC1. The product is [Cl:1][C:2]1[C:29]([C:30]([F:31])([F:33])[F:32])=[CH:28][CH:27]=[CH:26][C:3]=1[C:4]([N:6]1[CH2:11][CH2:10][C:9]2[N:12]([C:15]3[CH:16]=[CH:17][CH:18]=[CH:19][CH:20]=3)[CH:13]=[N:14][C:8]=2[CH:7]1[CH2:21][OH:22])=[O:5]. The yield is 0.760. (7) The reactants are [F:1][C:2]1[CH:3]=[C:4]2[C:8](=[CH:9][CH:10]=1)[NH:7][C:6](=[O:11])[CH2:5]2.C[Si]([N-][Si](C)(C)C)(C)C.[Li+].[CH2:22]([CH:24]1[O:28][C:27](=O)[C:26]2[S:30][CH:31]=[CH:32][C:25]1=2)[CH3:23].Cl. The catalyst is C1COCC1. The product is [CH2:22]([CH:24]1[O:28][C:27](=[C:5]2[C:4]3[C:8](=[CH:9][CH:10]=[C:2]([F:1])[CH:3]=3)[NH:7][C:6]2=[O:11])[C:26]2[S:30][CH:31]=[CH:32][C:25]1=2)[CH3:23]. The yield is 0.570. (8) The yield is 0.892. The product is [CH2:1]([O:8][C:9]1[C:10](=[O:29])[CH:11]=[C:12]([CH2:17][NH:18][S:19]([C:22]2[CH:27]=[CH:26][CH:25]=[C:24]([Cl:28])[CH:23]=2)(=[O:21])=[O:20])[O:13][C:14]=1[C:15]([OH:37])=[O:16])[C:2]1[CH:7]=[CH:6][CH:5]=[CH:4][CH:3]=1. The reactants are [CH2:1]([O:8][C:9]1[C:10](=[O:29])[CH:11]=[C:12]([CH2:17][NH:18][S:19]([C:22]2[CH:27]=[CH:26][CH:25]=[C:24]([Cl:28])[CH:23]=2)(=[O:21])=[O:20])[O:13][C:14]=1[CH:15]=[O:16])[C:2]1[CH:7]=[CH:6][CH:5]=[CH:4][CH:3]=1.C1(S(C(N)C2OC(C(O)=O)=C(OCC3C=CC=CC=3)C(=O)C=2)(=O)=[O:37])C=CC=CC=1. No catalyst specified. (9) The reactants are [C:1]1(=[O:11])[C:5]2([CH2:10][CH2:9][CH2:8][NH:7][CH2:6]2)[CH2:4][CH2:3][NH:2]1.C(N(CC)CC)C.[Cl:19][C:20]1[CH:21]=[C:22]([S:27](Cl)(=[O:29])=[O:28])[CH:23]=[C:24]([Cl:26])[CH:25]=1. The catalyst is ClCCl. The product is [Cl:26][C:24]1[CH:23]=[C:22]([S:27]([N:7]2[CH2:8][CH2:9][CH2:10][C:5]3([C:1](=[O:11])[NH:2][CH2:3][CH2:4]3)[CH2:6]2)(=[O:28])=[O:29])[CH:21]=[C:20]([Cl:19])[CH:25]=1. The yield is 0.600. (10) The reactants are [CH3:1][C:2]1([CH3:9])[CH2:5][CH:4]([C:6]([NH2:8])=[O:7])[CH2:3]1.C(Cl)(=O)[C:11](Cl)=[O:12].[CH3:16][N:17]1[CH:21]=[C:20]([C:22]2[N:27]=[CH:26][N:25]=[C:24]([O:28][C:29]3[CH:30]=[CH:31][C:32]([NH2:35])=[N:33][CH:34]=3)[CH:23]=2)[CH:19]=[N:18]1.N1C=CC=CC=1. The catalyst is O1CCOCC1.C(Cl)Cl. The product is [CH3:1][C:2]1([CH3:9])[CH2:5][CH:4]([C:6]([NH:8][C:11](=[O:12])[NH:35][C:32]2[CH:31]=[CH:30][C:29]([O:28][C:24]3[CH:23]=[C:22]([C:20]4[CH:19]=[N:18][N:17]([CH3:16])[CH:21]=4)[N:27]=[CH:26][N:25]=3)=[CH:34][N:33]=2)=[O:7])[CH2:3]1. The yield is 0.490.